Dataset: NCI-60 drug combinations with 297,098 pairs across 59 cell lines. Task: Regression. Given two drug SMILES strings and cell line genomic features, predict the synergy score measuring deviation from expected non-interaction effect. (1) Drug 1: CC12CCC(CC1=CCC3C2CCC4(C3CC=C4C5=CN=CC=C5)C)O. Drug 2: CCN(CC)CCNC(=O)C1=C(NC(=C1C)C=C2C3=C(C=CC(=C3)F)NC2=O)C. Cell line: HL-60(TB). Synergy scores: CSS=-13.9, Synergy_ZIP=2.76, Synergy_Bliss=-9.17, Synergy_Loewe=-15.9, Synergy_HSA=-14.7. (2) Drug 2: C1CNP(=O)(OC1)N(CCCl)CCCl. Drug 1: C1=C(C(=O)NC(=O)N1)N(CCCl)CCCl. Synergy scores: CSS=0.420, Synergy_ZIP=-0.305, Synergy_Bliss=1.11, Synergy_Loewe=-2.33, Synergy_HSA=-0.493. Cell line: OVCAR-4. (3) Drug 1: C1CCC(C(C1)N)N.C(=O)(C(=O)[O-])[O-].[Pt+4]. Drug 2: COCCOC1=C(C=C2C(=C1)C(=NC=N2)NC3=CC=CC(=C3)C#C)OCCOC.Cl. Cell line: MOLT-4. Synergy scores: CSS=34.4, Synergy_ZIP=1.43, Synergy_Bliss=3.59, Synergy_Loewe=-22.5, Synergy_HSA=2.11. (4) Drug 1: CC1C(C(CC(O1)OC2CC(CC3=C2C(=C4C(=C3O)C(=O)C5=C(C4=O)C(=CC=C5)OC)O)(C(=O)C)O)N)O.Cl. Drug 2: C1=CC=C(C=C1)NC(=O)CCCCCCC(=O)NO. Cell line: SW-620. Synergy scores: CSS=19.2, Synergy_ZIP=-5.57, Synergy_Bliss=-5.65, Synergy_Loewe=-22.2, Synergy_HSA=-5.77. (5) Drug 1: CC1CCC2CC(C(=CC=CC=CC(CC(C(=O)C(C(C(=CC(C(=O)CC(OC(=O)C3CCCCN3C(=O)C(=O)C1(O2)O)C(C)CC4CCC(C(C4)OC)O)C)C)O)OC)C)C)C)OC. Drug 2: COC1=C2C(=CC3=C1OC=C3)C=CC(=O)O2. Cell line: A498. Synergy scores: CSS=22.3, Synergy_ZIP=-3.35, Synergy_Bliss=0.779, Synergy_Loewe=-45.3, Synergy_HSA=0.470. (6) Drug 1: C1=CC(=CC=C1C#N)C(C2=CC=C(C=C2)C#N)N3C=NC=N3. Drug 2: C1C(C(OC1N2C=NC(=NC2=O)N)CO)O. Cell line: A498. Synergy scores: CSS=-13.8, Synergy_ZIP=4.00, Synergy_Bliss=-6.60, Synergy_Loewe=-21.5, Synergy_HSA=-24.9. (7) Drug 1: CC1=CC2C(CCC3(C2CCC3(C(=O)C)OC(=O)C)C)C4(C1=CC(=O)CC4)C. Drug 2: C1=CN(C(=O)N=C1N)C2C(C(C(O2)CO)O)O.Cl. Cell line: NCI-H322M. Synergy scores: CSS=2.63, Synergy_ZIP=0.0158, Synergy_Bliss=1.31, Synergy_Loewe=-12.4, Synergy_HSA=-2.77. (8) Drug 1: C1CCN(CC1)CCOC2=CC=C(C=C2)C(=O)C3=C(SC4=C3C=CC(=C4)O)C5=CC=C(C=C5)O. Drug 2: CC1C(C(CC(O1)OC2CC(OC(C2O)C)OC3=CC4=CC5=C(C(=O)C(C(C5)C(C(=O)C(C(C)O)O)OC)OC6CC(C(C(O6)C)O)OC7CC(C(C(O7)C)O)OC8CC(C(C(O8)C)O)(C)O)C(=C4C(=C3C)O)O)O)O. Cell line: NCI-H226. Synergy scores: CSS=38.3, Synergy_ZIP=16.8, Synergy_Bliss=16.7, Synergy_Loewe=5.21, Synergy_HSA=12.1. (9) Drug 1: CCCCC(=O)OCC(=O)C1(CC(C2=C(C1)C(=C3C(=C2O)C(=O)C4=C(C3=O)C=CC=C4OC)O)OC5CC(C(C(O5)C)O)NC(=O)C(F)(F)F)O. Drug 2: C1=NC2=C(N1)C(=S)N=CN2. Cell line: A549. Synergy scores: CSS=52.9, Synergy_ZIP=-4.21, Synergy_Bliss=-3.33, Synergy_Loewe=-3.45, Synergy_HSA=-1.33. (10) Drug 1: CC1=C(C=C(C=C1)C(=O)NC2=CC(=CC(=C2)C(F)(F)F)N3C=C(N=C3)C)NC4=NC=CC(=N4)C5=CN=CC=C5. Drug 2: C1=NNC2=C1C(=O)NC=N2. Cell line: UACC-257. Synergy scores: CSS=3.36, Synergy_ZIP=-0.202, Synergy_Bliss=1.04, Synergy_Loewe=1.32, Synergy_HSA=0.683.